The task is: Predict the product of the given reaction.. This data is from Forward reaction prediction with 1.9M reactions from USPTO patents (1976-2016). (1) Given the reactants [Br:1][CH2:2][C:3]1[CH:4]=[C:5]([CH:9]=[CH:10][CH:11]=1)[C:6](Cl)=[O:7].C(N(CC)CC)C.[C:19](=O)([O-])[OH:20].[Na+], predict the reaction product. The product is: [Br:1][CH2:2][C:3]1[CH:4]=[C:5]([CH:9]=[CH:10][CH:11]=1)[C:6]([O:20][CH3:19])=[O:7]. (2) The product is: [Cl:1][C:2]1[CH:10]=[CH:9][CH:8]=[CH:7][C:3]=1[C:4]([O:6][CH2:20][CH2:19][C:18]#[C:17][C:12]1[CH:13]=[CH:14][CH:15]=[CH:16][N:11]=1)=[O:5]. Given the reactants [Cl:1][C:2]1[CH:10]=[CH:9][CH:8]=[CH:7][C:3]=1[C:4]([OH:6])=[O:5].[N:11]1[CH:16]=[CH:15][CH:14]=[CH:13][C:12]=1[C:17]#[C:18][CH2:19][CH2:20]O.CCN=C=NCCCN(C)C.Cl, predict the reaction product. (3) Given the reactants [OH:1][C:2]1[CH:3]=[C:4]2[C:9](=[CH:10][CH:11]=1)[CH:8]([C:12]([O:14][CH2:15][CH3:16])=[O:13])[N:7]([C:17]([O:19][C:20]([CH3:23])([CH3:22])[CH3:21])=[O:18])[CH2:6][CH2:5]2.CCN(C(C)C)C(C)C.C1COCC1.[F:38][C:39]([F:58])([F:57])[S:40](N(C1C=CC=CC=1)[S:40]([C:39]([F:58])([F:57])[F:38])(=[O:42])=[O:41])(=[O:42])=[O:41], predict the reaction product. The product is: [F:38][C:39]([F:58])([F:57])[S:40]([O:1][C:2]1[CH:3]=[C:4]2[C:9](=[CH:10][CH:11]=1)[CH:8]([C:12]([O:14][CH2:15][CH3:16])=[O:13])[N:7]([C:17]([O:19][C:20]([CH3:22])([CH3:21])[CH3:23])=[O:18])[CH2:6][CH2:5]2)(=[O:42])=[O:41]. (4) Given the reactants [N:1]([CH:4]1[CH2:9][CH:8]([C:10](=[O:19])[NH:11][C:12]2[CH:17]=[CH:16][C:15]([Cl:18])=[CH:14][CH:13]=2)[CH2:7][N:6](C(OC(C)(C)C)=O)[CH2:5]1)=[N+:2]=[N-:3].FC(F)(F)C(O)=O, predict the reaction product. The product is: [N:1]([CH:4]1[CH2:5][NH:6][CH2:7][CH:8]([C:10]([NH:11][C:12]2[CH:13]=[CH:14][C:15]([Cl:18])=[CH:16][CH:17]=2)=[O:19])[CH2:9]1)=[N+:2]=[N-:3].